This data is from Full USPTO retrosynthesis dataset with 1.9M reactions from patents (1976-2016). The task is: Predict the reactants needed to synthesize the given product. (1) Given the product [CH3:38][O:1][C@@H:2]1[CH2:7][CH2:6][CH2:5][CH2:4][C@H:3]1[N:8]1[C:32](=[O:33])[C:11]2=[CH:12][N:13]([CH2:20][C:21]3[CH:26]=[CH:25][C:24]([N:27]4[CH:31]=[CH:30][CH:29]=[N:28]4)=[CH:23][CH:22]=3)[C:14]3[CH:15]=[CH:16][CH:17]=[CH:18][C:19]=3[C:10]2=[N:9]1, predict the reactants needed to synthesize it. The reactants are: [OH:1][C@@H:2]1[CH2:7][CH2:6][CH2:5][CH2:4][C@H:3]1[N:8]1[C:32](=[O:33])[C:11]2=[CH:12][N:13]([CH2:20][C:21]3[CH:26]=[CH:25][C:24]([N:27]4[CH:31]=[CH:30][CH:29]=[N:28]4)=[CH:23][CH:22]=3)[C:14]3[CH:15]=[CH:16][CH:17]=[CH:18][C:19]=3[C:10]2=[N:9]1.[H-].[Na+].CI.[C:38](=O)(O)[O-].[Na+]. (2) Given the product [C:10]([C:12]1[C:17]2[N:18]=[C:19]([C:21]([N:6]([CH3:5])[CH2:7][CH2:8][CH3:9])=[O:23])[O:20][C:16]=2[C:15]([F:26])=[C:14]([C:27]2[CH:28]=[CH:29][CH:30]=[CH:31][CH:32]=2)[C:13]=1[CH3:33])#[N:11], predict the reactants needed to synthesize it. The reactants are: C[Al](C)C.[CH3:5][NH:6][CH2:7][CH2:8][CH3:9].[C:10]([C:12]1[C:17]2[N:18]=[C:19]([C:21]([O:23]CC)=O)[O:20][C:16]=2[C:15]([F:26])=[C:14]([C:27]2[CH:32]=[CH:31][CH:30]=[CH:29][CH:28]=2)[C:13]=1[CH3:33])#[N:11].Cl.